Task: Predict the product of the given reaction.. Dataset: Forward reaction prediction with 1.9M reactions from USPTO patents (1976-2016) (1) Given the reactants [H-].[Na+].[Cl-].[Mg+2].[Cl-].[C:6]([O:9][C:10]([CH3:13])([CH3:12])[CH3:11])(=[O:8])[CH3:7].[Cl:14][CH2:15][C@@H:16]([OH:23])[CH2:17][C:18](OCC)=[O:19].C([N-]C(C)C)(C)C.[Li+], predict the reaction product. The product is: [Cl:14][CH2:15][C@@H:16]([OH:23])[CH2:17][C:18](=[O:19])[CH2:7][C:6]([O:9][C:10]([CH3:13])([CH3:12])[CH3:11])=[O:8]. (2) Given the reactants [CH2:1]([Li])CCC.[Cl:6][C:7]1[CH:22]=[C:21]([CH:23]([CH3:25])[CH3:24])[C:10]([C:11]([NH:13][CH2:14][CH:15]2[CH2:20][CH2:19][CH2:18][CH2:17][CH2:16]2)=[O:12])=[CH:9][N:8]=1.CI, predict the reaction product. The product is: [C:23]([C:21]1[C:10]([C:11]([NH:13][CH2:14][CH:15]2[CH2:20][CH2:19][CH2:18][CH2:17][CH2:16]2)=[O:12])=[CH:9][N:8]=[C:7]([Cl:6])[CH:22]=1)([CH3:1])([CH3:25])[CH3:24].